Dataset: Catalyst prediction with 721,799 reactions and 888 catalyst types from USPTO. Task: Predict which catalyst facilitates the given reaction. Reactant: [CH3:1][CH:2]([CH3:21])[CH2:3][N:4]1[C:16]2[C:15]3[CH:14]=[CH:13][C:12]([OH:17])=[CH:11][C:10]=3[N:9]=[CH:8][C:7]=2[N:6]=[C:5]1[CH2:18][CH2:19][CH3:20].I[CH2:23][CH2:24][CH2:25][NH:26][C:27](=[O:33])[O:28][C:29]([CH3:32])([CH3:31])[CH3:30]. Product: [CH3:1][CH:2]([CH3:21])[CH2:3][N:4]1[C:16]2[C:15]3[CH:14]=[CH:13][C:12]([O:17][CH2:23][CH2:24][CH2:25][NH:26][C:27](=[O:33])[O:28][C:29]([CH3:32])([CH3:31])[CH3:30])=[CH:11][C:10]=3[N:9]=[CH:8][C:7]=2[N:6]=[C:5]1[CH2:18][CH2:19][CH3:20]. The catalyst class is: 6.